Dataset: Experimentally validated miRNA-target interactions with 360,000+ pairs, plus equal number of negative samples. Task: Binary Classification. Given a miRNA mature sequence and a target amino acid sequence, predict their likelihood of interaction. (1) The miRNA is gga-let-7b with sequence UGAGGUAGUAGGUUGUGUGGUU. The protein sequence of the target gene is MRAVLAREMDGRRVLGRFWSGWRRGLGVRPVPEDAGFGTEARHQRQPRGSCQRSGPLGDQPFAGLLPKNLSREELVDALRAAVVDRKGPLVTLNKPQGLPVTGKPGELTLFSVLPELSQSLGLREQELQVVRASGKESSGLVLLSSCPQTASRLQKYFTHARRAQRPTATYCAVTDGIPAASEGKIQAALKLEHIDGVNLTVPVKAPSRKDILEGVKKTLSHFRVVATGSGCALVQLQPLTVFSSQLQVHMVLQLCPVLGDHMYSARVGTVLGQRFLLPAENNKPQRQVLDEALLRRLHL.... Result: 0 (no interaction). (2) The miRNA is hsa-miR-670-3p with sequence UUUCCUCAUAUUCAUUCAGGA. The protein sequence of the target gene is MGPPLKLFKNQKYQELKQECIKDSRLFCDPTFLPENDSLFYNRLLPGKVVWKRPQDICDDPHLIVGNISNHQLTQGRLGHKPMVSAFSCLAVQESHWTKTIPNHKEQEWDPQKTEKYAGIFHFRFWHFGEWTEVVIDDLLPTINGDLVFSFSTSMNEFWNALLEKAYAKLLGCYEALDGLTITDIIVDFTGTLAETVDMQKGRYTELVEEKYKLFGELYKTFTKGGLICCSIESPNQEEQEVETDWGLLKGHTYTMTDIRKIRLGERLVEVFSAEKVYMVRLRNPLGRQEWSGPWSEISE.... Result: 1 (interaction). (3) The miRNA is mmu-miR-136-5p with sequence ACUCCAUUUGUUUUGAUGAUGG. The protein sequence of the target gene is MLKFRTVHGGLRLLGIRRTSTAPAASPNVRRLEYKPIKKVMVANRGEIAIRVFRACTELGIRTVAIYSEQDTGQMHRQKADEAYLIGRGLAPVQAYLHIPDIIKVAKENNVDAVHPGYGFLSERADFAQACQDAGVRFIGPSPEVVRKMGDKVEARAIAIAAGVPVVPGTDAPITSLHEAHEFSNTYGFPIIFKAAYGGGGRGMRVVHSYEELEENYTRAYSEALAAFGNGALFVEKFIEKPRHIEVQILGDQYGNILHLYERDCSIQRRHQKVVEIAPAAHLDPQLRTRLTSDSVKLAK.... Result: 0 (no interaction). (4) The miRNA is hsa-miR-6858-5p with sequence GUGAGGAGGGGCUGGCAGGGAC. The protein sequence of the target gene is MADLTLCAFLTKVLCAHGGRMFLQDLRGHVELSEAKLRAVLRRAGPERFLLQEVELRDGPWDAEAEVAAGEGAGAGSGGGATACRVMAVSSARLCARYQRGECQGCDQLHLCRRHMLGKCPHRDCWSTCSLSHDIHTPINVQVLKSRGLFGLNEGQLRILLLQNDPCLFPEVCQMYNKGVDVLYGYCSLKDRCNKFHVCKSFVRGECPFQPCKRSHQLIHAATLKLLEDQELSVSSVVNFQIISVYRHKKLHKMLEEKDHSASTEQPQGLGKQGALGAVEARPFLPARAQSPRKPQ. Result: 0 (no interaction). (5) The miRNA is mmu-miR-878-5p with sequence UAUCUAGUUGGAUGUCAAGACA. The protein sequence of the target gene is MGPQNRNTSFAPDLNPPQDHVSLNYSYGDYDLPLGEDEDVTKTQTFFAAKIVIGVALAGIMLVCGIGNFVFIAALARYKKLRNLTNLLIANLAISDFLVAIVCCPFEMDYYVVRQLSWAHGHVLCASVNYLRTVSLYVSTNALLAIAIDRYLAIVHPLKPRMNYQTASFLIALVWMVSILIAVPSAYFTTETILVIVKNQEKIFCGQIWSVDQQLYYKSYFLFVFGLEFVGPVVTMTLCYARISQELWFKAVPGFQTEQIRKRLRCRRKTVLLLMGILTAYVLCWAPFYGFTIVRDFFPT.... Result: 1 (interaction). (6) The miRNA is hsa-miR-5681a with sequence AGAAAGGGUGGCAAUACCUCUU. The protein sequence of the target gene is MADISLDELIRKRGAAAKGRLNARPGVGGVRSRVGIQQGLLSQSTRTATFQQRFDARQKIGLSDARLKLGVKDAREKLLQKDARFRIKGKVQDAREMLNSRKQQTTVPQKPRQVADAREKISLKRSSPAAFINPPIGTVTPALKLTKTIQVPQQKAMAPLHPHPAGMRINVVNNHQAKQNLYDLDEDDDGIASVPTKQMKFAASGGFLHHMAGLSSSKLSMSKALPLTKVVQNDAYTAPALPSSIRTKALTNMSRTLVNKEEPPKELPAAEPVLSPLEGTKMTVNNLHPRVTEEDIVELF.... Result: 1 (interaction).